This data is from Experimentally validated miRNA-target interactions with 360,000+ pairs, plus equal number of negative samples. The task is: Binary Classification. Given a miRNA mature sequence and a target amino acid sequence, predict their likelihood of interaction. (1) The miRNA is hsa-miR-34a-3p with sequence CAAUCAGCAAGUAUACUGCCCU. The protein sequence of the target gene is MAPARENVSLFFKLYCLTVMTLVAAAYTVALRYTRTTAEELYFSTTAVCITEVIKLLISVGLLAKETGSLGRFKASLSENVLGSPKELAKLSVPSLVYAVQNNMAFLALSNLDAAVYQVTYQLKIPCTALCTVLMLNRTLSKLQWISVFMLCGGVTLVQWKPAQATKVVVAQNPLLGFGAIAIAVLCSGFAGVYFEKVLKSSDTSLWVRNIQMYLSGIVVTLAGTYLSDGAEIQEKGFFYGYTYYVWFVIFLASVGGLYTSVVVKYTDNIMKGFSAAAAIVLSTIASVLLFGLQITLSFA.... Result: 0 (no interaction). (2) The miRNA is hsa-miR-1321 with sequence CAGGGAGGUGAAUGUGAU. The protein sequence of the target gene is MITSELPVLQDSTNETTAHSDAGSELEETEVKGKRKRGRPGRPPSTNKKPRKSPGEKSRIEAGIRGAGRGRANGHPQQNGDGDPVTLFEVVKLGKSAMQSVVDDWIELYKQDRDIALLDLINFFIQCSGCRGTVRIEMFRNMQNAEIIRKMTEEFDEDSGDYPLTMPGPQWKKFRSNFCEFIGVLIRQCQYSIIYDEYMMDTVISLLTGLSDSQVRAFRHTSTLAAMKLMTALVNVALNLSIHQDNTQRQYEAERNKMIGKRANERLELLLQKRKELQENQDEIENMMNSIFKGIFVHRY.... Result: 0 (no interaction). (3) The miRNA is mmu-miR-1896 with sequence CUCUCUGAUGGUGGGUGAGGAG. The protein sequence of the target gene is MKERRAPQPVVARCKLVLVGDVQCGKTAMLQVLAKDCYPETYVPTVFENYTACLETEEQRVELSLWDTSGSPYYDNVRPLCYSDSDAVLLCFDISRPETVDSALKKWRTEILDYCPSTRVLLIGCKTDLRTDLSTLMELSHQKQAPISYEQGCAIAKQLGAEIYLEGSAFTSEKSIHSIFRTASMLCLNKPSPLPQKSPVRSLSKRLLHLPSRSELISSTFKKEKAKSCSIM. Result: 0 (no interaction). (4) The protein sequence of the target gene is MAPVSGSRSPEREASGAKRRSPSRSPKSIKSSRSPRCRRSRSRSCSRFGDRNGLSHSLSGFSQSSRNQSYRSRSRSRSRERPSAQRSAPFASASSSAYYGGYSRPYGGDKPWPSLLDKEREESLRQKRLSERERIGELGAPEVWGLSPKNPEPDSDEHTPVEDEEPKKSTTSASSSEDDKKKKRKSSHSKDRAKKKRKKKSSKRKHKKYSEDSDSDSESDTDSSDEDSKRRAKKAKKKDKKKKRRGKKYKKKKSKKNRKESSDSSSKESQEEFLENPWKDRSKAEEPSDLIGPEAPKTLA.... Result: 0 (no interaction). The miRNA is hsa-miR-6727-5p with sequence CUCGGGGCAGGCGGCUGGGAGCG. (5) The miRNA is hsa-miR-640 with sequence AUGAUCCAGGAACCUGCCUCU. The protein sequence of the target gene is MGSKEDAGKGCPAAGGVSSFTIQSILGGGPSEAPREPVGWPARKRSLSVSSEEEEPDDGWKAPACFCPDQHGPKEQGPKHHPPIPFPCLGTPKGSGGSGPGGLERTPFLSPSHSDFKEEKERLLPAGSPSPGSERPRDGGAERQAGAAKKKTRTVFSRSQVYQLESTFDMKRYLSSSERACLASSLQLTETQVKTWFQNRRNKWKRQLSAELEAANMAHASAQTLVSMPLVFRDSSLLRVPVPRSLAFPAPLYYPGSNLSALPLYNLYNKLDY. Result: 1 (interaction). (6) The miRNA is hsa-miR-93-3p with sequence ACUGCUGAGCUAGCACUUCCCG. The protein sequence of the target gene is MPDSNFAERSEEQVSGAKVIAQALKTQDVEYIFGIVGIPVTEIAIAAQQLGIKYIGMRNEQAACYAASAIGYLTSRPGVCLVVSGPGLIHALGGMANANMNCWPLLVIGGSSERNQETMGAFQEFPQVEACRLYTKFSARPSSIEAIPFVIEKAVRSSIYGRPGACYVDIPADFVNLQVNVNSIKYMERCMSPPISMAETSAVCTAASVIRNAKQPLLIIGKGAAYAHAEESIKKLVEQYKLPFLPTPMGKGVVPDNHPYCVGAARSRALQFADVIVLFGARLNWILHFGLPPRYQPDVK.... Result: 1 (interaction). (7) The miRNA is hsa-miR-135b-3p with sequence AUGUAGGGCUAAAAGCCAUGGG. Result: 0 (no interaction). The protein sequence of the target gene is MAVRQALGRGLQLGRALLLRFTGKPGRAYGLGRPGPAAGCVRGERPGWAAGPGAEPRRVGLGLPNRLRFFRQSVAGLAARLQRQFVVRAWGCAGPCGRAVFLAFGLGLGLIEEKQAESRRAVSACQEIQAIFTQKSKPGPDPLDTRRLQGFRLEEYLIGQSIGKGCSAAVYEATMPTLPQNLEVTKSTGLLPGRGPGTSAPGEGQERAPGAPAFPLAIKMMWNISAGSSSEAILNTMSQELVPASRVALAGEYGAVTYRKSKRGPKQLAPHPNIIRVLRAFTSSVPLLPGALVDYPDVLP.... (8) Result: 1 (interaction). The protein sequence of the target gene is MSQMLHIEIPNFGNTVLGCLNEQRLLGLYCDVSIVVKGQAFKAHRAVLAASSLYFRDLFSGNSKSAFELPGSVPPACFQQILSFCYTGRLTMTASEQLVVMYTAGFLQIQHIVERGTDLMFKVSSPHCDSQTAVIEDAGSEPQSPCNQLQPAAAAAAPYVVSPSVPIPLLTRVKHEAMELPPAGPGLAPKRPLETGPRDGVAVAAGAAVAAGTAPLKLPRVSYYGVPSLATLIPGIQQMPYPQGERTSPGASSLPTTDSPTSYHNEEDEEDDEAYDTMVEEQYGQMYIKASGSYAVQEKP.... The miRNA is hsa-miR-4717-3p with sequence ACACAUGGGUGGCUGUGGCCU. (9) The miRNA is hsa-miR-8080 with sequence GAAGGACACUGGUGUCAACGGCU. The protein sequence of the target gene is MQNEPLTPGYHGFPARDSQGNQEPTTTPDAMVQPFTTIPFPPPPQNGIPTEYGVPHTQDYAGQTGEHNLTLYGSTQAHGEQSSNSPSTQNGSLTTEGGAQTDGQQSQTQSSENSESKSTPKRLHVSNIPFRFRDPDLRQMFGQFGKILDVEIIFNERGSKGFGFVTFENSADADRAREKLHGTVVEGRKIEVNNATARVMTNKKMVTPYANGWKLSPVVGAVYGPELYAASSFQADVSLGNDAAVPLSGRGGINTYIPLISLPLVPGFPYPTAATTAAAFRGAHLRGRGRTVYGAVRAVP.... Result: 0 (no interaction).